Dataset: Reaction yield outcomes from USPTO patents with 853,638 reactions. Task: Predict the reaction yield, written as a fraction of the theoretical maximum amount of product (1.0 means a 100% yield; for example, 0.34 means a 34% yield). The reactants are [CH3:1][C@H:2]1[NH:7][CH2:6][C@@H:5]([C:8]([O:10][CH3:11])=[O:9])[CH2:4][CH2:3]1.[CH3:12][C:13]([O:16][C:17](O[C:17]([O:16][C:13]([CH3:15])([CH3:14])[CH3:12])=[O:18])=[O:18])([CH3:15])[CH3:14]. The catalyst is C(Cl)Cl.O. The product is [CH3:1][C@H:2]1[N:7]([C:17]([O:16][C:13]([CH3:15])([CH3:14])[CH3:12])=[O:18])[CH2:6][C@@H:5]([C:8]([O:10][CH3:11])=[O:9])[CH2:4][CH2:3]1. The yield is 0.820.